From a dataset of Forward reaction prediction with 1.9M reactions from USPTO patents (1976-2016). Predict the product of the given reaction. (1) Given the reactants [CH2:1]([CH:8]1[C:17]2[C:12](=[CH:13][C:14]([O:18][CH3:19])=[CH:15][CH:16]=2)[CH2:11][CH2:10][NH:9]1)[C:2]1[CH:7]=[CH:6][CH:5]=[CH:4][CH:3]=1.Br[CH:21]([C:26]1[CH:31]=[CH:30][CH:29]=[CH:28][CH:27]=1)[C:22]([O:24]C)=[O:23], predict the reaction product. The product is: [CH2:1]([CH:8]1[C:17]2[C:12](=[CH:13][C:14]([O:18][CH3:19])=[CH:15][CH:16]=2)[CH2:11][CH2:10][N:9]1[CH:21]([C:26]1[CH:31]=[CH:30][CH:29]=[CH:28][CH:27]=1)[C:22]([OH:24])=[O:23])[C:2]1[CH:3]=[CH:4][CH:5]=[CH:6][CH:7]=1. (2) Given the reactants CC1N=C(N2C(=O)N(CC3C=CC(C(F)(F)F)=CC=3)N=C2)SC=1C(O)=O.[F:27][C:28]1[CH:49]=[CH:48][C:31]([CH2:32][N:33]2[C:37](=[O:38])[N:36]([C:39]3[S:40][C:41]([C:45](O)=[O:46])=[C:42]([CH3:44])[N:43]=3)[CH:35]=[N:34]2)=[CH:30][CH:29]=1.Cl.[O:51]1[CH:55]=[CH:54][N:53]=[C:52]1[CH2:56][NH2:57], predict the reaction product. The product is: [F:27][C:28]1[CH:49]=[CH:48][C:31]([CH2:32][N:33]2[C:37](=[O:38])[N:36]([C:39]3[S:40][C:41]([C:45]([NH:57][CH2:56][C:52]4[O:51][CH:55]=[CH:54][N:53]=4)=[O:46])=[C:42]([CH3:44])[N:43]=3)[CH:35]=[N:34]2)=[CH:30][CH:29]=1.